From a dataset of Full USPTO retrosynthesis dataset with 1.9M reactions from patents (1976-2016). Predict the reactants needed to synthesize the given product. (1) Given the product [CH2:35]([N:37]([CH2:38][CH3:39])[CH2:40][CH2:41][CH2:42][N:10]1[C:18]2[C:13](=[CH:14][C:15]([NH:19][C:20]3[C:21]4[S:28][C:27]([C:29]5[CH:34]=[CH:33][CH:32]=[CH:31][CH:30]=5)=[CH:26][C:22]=4[N:23]=[CH:24][N:25]=3)=[CH:16][CH:17]=2)[CH:12]=[CH:11]1)[CH3:36], predict the reactants needed to synthesize it. The reactants are: C1(S([N:10]2[C:18]3[C:13](=[CH:14][C:15]([NH:19][C:20]4[C:21]5[S:28][C:27]([C:29]6[CH:34]=[CH:33][CH:32]=[CH:31][CH:30]=6)=[CH:26][C:22]=5[N:23]=[CH:24][N:25]=4)=[CH:16][CH:17]=3)[CH:12]=[CH:11]2)(=O)=O)C=CC=CC=1.[CH2:35]([N:37]([CH:40](O)[CH2:41][CH3:42])[CH2:38][CH3:39])[CH3:36]. (2) Given the product [Br:1][C:2]1[CH:7]=[CH:6][N:5]=[CH:4][C:3]=1[O:8][CH2:28][C@H:29]1[CH2:31][O:30]1, predict the reactants needed to synthesize it. The reactants are: [Br:1][C:2]1[CH:7]=[CH:6][N:5]=[CH:4][C:3]=1[OH:8].C(=O)([O-])[O-].[Cs+].[Cs+].[N+](C1C=C(S(O[CH2:28][C@H:29]2[CH2:31][O:30]2)(=O)=O)C=CC=1)([O-])=O.O. (3) Given the product [C:1]([C:3]1[CH:8]=[CH:7][C:6]([S:9]([NH:13][C:14]2[CH:19]=[CH:18][CH:17]=[CH:16][CH:15]=2)(=[O:11])=[O:10])=[CH:5][CH:4]=1)#[N:2], predict the reactants needed to synthesize it. The reactants are: [C:1]([C:3]1[CH:8]=[CH:7][C:6]([S:9](Cl)(=[O:11])=[O:10])=[CH:5][CH:4]=1)#[N:2].[NH2:13][C:14]1[CH:19]=[CH:18][CH:17]=[CH:16][CH:15]=1. (4) Given the product [F:1][C:2]1[CH:21]=[CH:20][C:5]2[C:6]([C:9]3[CH:14]=[CH:13][C:12]([O:15][CH2:16][C@H:17]([OH:18])[CH2:19][NH:22][CH2:23][CH:24]([OH:25])[C:26]4[CH:31]=[CH:30][CH:29]=[CH:28][CH:27]=4)=[CH:11][CH:10]=3)=[N:7][O:8][C:4]=2[CH:3]=1, predict the reactants needed to synthesize it. The reactants are: [F:1][C:2]1[CH:21]=[CH:20][C:5]2[C:6]([C:9]3[CH:14]=[CH:13][C:12]([O:15][CH2:16][C@H:17]4[CH2:19][O:18]4)=[CH:11][CH:10]=3)=[N:7][O:8][C:4]=2[CH:3]=1.[NH2:22][CH2:23][CH:24]([C:26]1[CH:31]=[CH:30][CH:29]=[CH:28][CH:27]=1)[OH:25]. (5) Given the product [Cl:1][C:2]1[CH:3]=[C:4]([C:5]2[N:6]=[C:21]([CH:22]([CH3:38])[CH2:23][C:24]3[N:28]([CH:29]4[CH2:31][CH2:30]4)[C:27]([C:32]4[CH:33]=[CH:34][N:35]=[CH:36][CH:37]=4)=[N:26][N:25]=3)[O:8][N:7]=2)[CH:9]=[CH:10][CH:11]=1, predict the reactants needed to synthesize it. The reactants are: [Cl:1][C:2]1[CH:3]=[C:4]([CH:9]=[CH:10][CH:11]=1)[C:5]([NH:7][OH:8])=[NH:6].CC(C)([O-])C.[K+].C(O[C:21](=O)[CH:22]([CH3:38])[CH2:23][C:24]1[N:28]([CH:29]2[CH2:31][CH2:30]2)[C:27]([C:32]2[CH:37]=[CH:36][N:35]=[CH:34][CH:33]=2)=[N:26][N:25]=1)C. (6) Given the product [C:15]([C:17]1[CH:18]=[C:19]([C:27]([O:29][CH3:30])=[O:28])[C:20]2[C:25]([CH:26]=1)=[CH:24][CH:23]=[CH:22][CH:21]=2)#[N:14], predict the reactants needed to synthesize it. The reactants are: C1(CC2C(C3C=C(OC)C(C)=CC=3OC)=NC([NH:14][C:15]([C:17]3[CH:18]=[C:19]([C:27]([O:29][CH3:30])=[O:28])[C:20]4[C:25]([CH:26]=3)=[CH:24][CH:23]=[CH:22][CH:21]=4)=O)=NC=2)CCCCC1.C(Cl)(=O)C(Cl)=O.CC(C1NC(=O)C(CCSC)NC(=O)C(NC(C(NC(C(NC(C(NC(C(N)CC(O)=O)=O)C(O)C)=O)CCSC)=O)CCCNC(N)=N)=O)CSSCC(C(NC(C(NC(C(NC(C(O)=O)C(C)C)=O)CCC(O)=O)=O)CC2C3C(=CC=CC=3)NC=2)=O)NC(=O)C2N(CCC2)C(=O)C(CCCNC(N)=N)NC(=O)C(CC2C=CC(O)=CC=2)NC(=O)C(C(C)C)NC(=O)C(CCCNC(N)=N)NC(=O)CNC1=O)C.N1C=CC=CC=1. (7) Given the product [CH3:1][C:2]1[O:3][C:4]2[CH:11]=[CH:10][CH:9]=[C:8]([CH2:12][O:13][C:14]3[CH:19]=[CH:18][C:17]([CH2:20][CH2:21][C:22]([OH:24])=[O:23])=[C:16]([F:27])[C:15]=3[F:28])[C:5]=2[C:6]=1[CH3:7], predict the reactants needed to synthesize it. The reactants are: [CH3:1][C:2]1[O:3][C:4]2[CH:11]=[CH:10][CH:9]=[C:8]([CH2:12][O:13][C:14]3[CH:19]=[CH:18][C:17]([CH2:20][CH2:21][C:22]([O:24]CC)=[O:23])=[C:16]([F:27])[C:15]=3[F:28])[C:5]=2[C:6]=1[CH3:7].[OH-].[Na+]. (8) Given the product [CH2:12]([NH:11][C:9](=[O:10])[NH:8][C:5]1[N:6]=[CH:7][C:2]([B:46]([OH:49])[OH:47])=[C:3]([C:14]2[S:15][CH:16]=[C:17]([C:19]3[CH:24]=[CH:23][CH:22]=[CH:21][N:20]=3)[N:18]=2)[CH:4]=1)[CH3:13], predict the reactants needed to synthesize it. The reactants are: Br[C:2]1[C:3]([C:14]2[S:15][CH:16]=[C:17]([C:19]3[CH:24]=[CH:23][CH:22]=[CH:21][N:20]=3)[N:18]=2)=[CH:4][C:5]([NH:8][C:9]([NH:11][CH2:12][CH3:13])=[O:10])=[N:6][CH:7]=1.C1([Li])C=CC=CC=1.C(OCCCC)CCC.[Li]CCCC.[B:46](OC)([O:49]C)[O:47]C.Cl.[OH-].[Na+]. (9) Given the product [C:1]([CH:4]([C:5]1[N:15]2[C:10]([C:11](=[O:27])[NH:12][C:13]([CH2:16][C:17]3[CH:22]=[CH:21][C:20]([O:23][CH3:24])=[C:19]([O:25][CH3:26])[CH:18]=3)=[N:14]2)=[C:8]([CH3:9])[N:7]=1)[CH2:28][CH2:29][CH2:30][CH:31]1[CH2:36][CH2:35][CH2:34][CH2:33][CH2:32]1)(=[O:3])[CH3:2], predict the reactants needed to synthesize it. The reactants are: [C:1]([CH:4]([CH2:28][CH2:29][CH2:30][CH:31]1[CH2:36][CH2:35][CH2:34][CH2:33][CH2:32]1)[C:5]([NH:7][CH:8]([C:10]1[C:11](=[O:27])[NH:12][C:13]([CH2:16][C:17]2[CH:22]=[CH:21][C:20]([O:23][CH3:24])=[C:19]([O:25][CH3:26])[CH:18]=2)=[N:14][N:15]=1)[CH3:9])=O)(=[O:3])[CH3:2].P(Cl)(Cl)(Cl)=O. (10) The reactants are: [Cl:1][C:2]1[CH:3]=[CH:4][C:5]([O:38][CH3:39])=[C:6]([C:8]2[C:12]([NH:13][C:14]([C:16]3[CH:17]=[N:18][N:19]4[CH:24]=[CH:23][CH:22]=[N:21][C:20]=34)=[O:15])=[CH:11][N:10]([CH2:25][CH2:26][N:27]3C(=O)C4C(=CC=CC=4)C3=O)[N:9]=2)[CH:7]=1.NN. Given the product [NH2:27][CH2:26][CH2:25][N:10]1[CH:11]=[C:12]([NH:13][C:14]([C:16]2[CH:17]=[N:18][N:19]3[CH:24]=[CH:23][CH:22]=[N:21][C:20]=23)=[O:15])[C:8]([C:6]2[CH:7]=[C:2]([Cl:1])[CH:3]=[CH:4][C:5]=2[O:38][CH3:39])=[N:9]1, predict the reactants needed to synthesize it.